Dataset: Forward reaction prediction with 1.9M reactions from USPTO patents (1976-2016). Task: Predict the product of the given reaction. (1) Given the reactants C1C=C(Cl)C=C(C(OO)=[O:9])C=1.[CH2:12]([O:19][C:20]1[C:21]([CH3:36])=[N:22][CH:23]=[CH:24][C:25]=1[O:26][CH2:27][C:28]1[CH:33]=[CH:32][C:31]([O:34][CH3:35])=[CH:30][CH:29]=1)[C:13]1[CH:18]=[CH:17][CH:16]=[CH:15][CH:14]=1.C([O-])([O-])=O.[K+].[K+], predict the reaction product. The product is: [CH2:12]([O:19][C:20]1[C:21]([CH2:36][OH:9])=[N:22][CH:23]=[CH:24][C:25]=1[O:26][CH2:27][C:28]1[CH:29]=[CH:30][C:31]([O:34][CH3:35])=[CH:32][CH:33]=1)[C:13]1[CH:18]=[CH:17][CH:16]=[CH:15][CH:14]=1. (2) The product is: [Cl:1][C:2]1[C:3](/[C:9](=[N:24]\[O:25][CH2:26][CH3:27])/[CH2:10][NH:11][C:12](=[O:23])[C:13]2[CH:18]=[CH:17][CH:16]=[CH:15][C:14]=2[C:19]([F:21])([F:20])[F:22])=[N:4][CH:5]=[C:6]([Cl:8])[CH:7]=1. Given the reactants [Cl:1][C:2]1[C:3]([C:9](=[N:24][O:25][CH2:26][CH3:27])[CH2:10][NH:11][C:12](=[O:23])[C:13]2[CH:18]=[CH:17][CH:16]=[CH:15][C:14]=2[C:19]([F:22])([F:21])[F:20])=[N:4][CH:5]=[C:6]([Cl:8])[CH:7]=1, predict the reaction product. (3) Given the reactants [C:1]([C:4]1[CH:5]=[C:6]([Cl:21])[C:7]([CH3:20])=[C:8]([C:17]([NH2:19])=[O:18])[C:9]=1[C:10]1[CH:15]=[CH:14][CH:13]=[C:12]([F:16])[CH:11]=1)(=O)[CH3:2].C([O-])(=O)C.[NH4+].C([BH3-])#[N:28].[Na+], predict the reaction product. The product is: [NH2:28][CH:1]([C:4]1[CH:5]=[C:6]([Cl:21])[C:7]([CH3:20])=[C:8]([C:17]([NH2:19])=[O:18])[C:9]=1[C:10]1[CH:15]=[CH:14][CH:13]=[C:12]([F:16])[CH:11]=1)[CH3:2]. (4) Given the reactants Cl[C:2]1[N:7]2[C:8](=[O:11])[NH:9][N:10]=[C:6]2[C:5]([C:12]2[CH:17]=[CH:16][C:15]([Cl:18])=[CH:14][CH:13]=2)=[C:4]([C:19]2[CH:24]=[CH:23][C:22]([Cl:25])=[CH:21][CH:20]=2)[N:3]=1.[CH:26]([NH2:29])([CH3:28])[CH3:27], predict the reaction product. The product is: [Cl:25][C:22]1[CH:23]=[CH:24][C:19]([C:4]2[N:3]=[C:2]([NH:29][CH:26]([CH3:28])[CH3:27])[N:7]3[C:8](=[O:11])[NH:9][N:10]=[C:6]3[C:5]=2[C:12]2[CH:17]=[CH:16][C:15]([Cl:18])=[CH:14][CH:13]=2)=[CH:20][CH:21]=1.